This data is from Forward reaction prediction with 1.9M reactions from USPTO patents (1976-2016). The task is: Predict the product of the given reaction. Given the reactants Cl.[F:2][CH:3]([C:6]1[C:15]2[C:10](=[CH:11][CH:12]=[C:13]([O:16][CH3:17])[CH:14]=2)[CH:9]=[CH:8][CH:7]=1)[CH2:4][NH2:5].C(=O)([O-])[O-].[K+].[K+].[C:24](Cl)(=[O:26])[CH3:25], predict the reaction product. The product is: [F:2][CH:3]([C:6]1[C:15]2[C:10](=[CH:11][CH:12]=[C:13]([O:16][CH3:17])[CH:14]=2)[CH:9]=[CH:8][CH:7]=1)[CH2:4][NH:5][C:24](=[O:26])[CH3:25].